This data is from Reaction yield outcomes from USPTO patents with 853,638 reactions. The task is: Predict the reaction yield, written as a fraction of the theoretical maximum amount of product (1.0 means a 100% yield; for example, 0.34 means a 34% yield). (1) The yield is 0.550. The product is [CH3:1][O:2][C:3](=[O:13])[C:4]1[CH:9]=[CH:8][C:7]([C:10](=[O:12])[CH2:11][Br:14])=[CH:6][CH:5]=1. The catalyst is C(O)(=O)C. The reactants are [CH3:1][O:2][C:3](=[O:13])[C:4]1[CH:9]=[CH:8][C:7]([C:10](=[O:12])[CH3:11])=[CH:6][CH:5]=1.[Br:14]Br. (2) The reactants are C1(P(C2CCCCC2)C2C=CC=CC=2C2C(C(C)C)=CC(C(C)C)=CC=2C(C)C)CCCCC1.[CH2:35]([O:42][C:43]1[CH:48]=[CH:47][C:46](Br)=[CH:45][C:44]=1[F:50])[C:36]1[CH:41]=[CH:40][CH:39]=[CH:38][CH:37]=1.[Si:51]([O:58][CH2:59][CH2:60][NH2:61])([C:54]([CH3:57])([CH3:56])[CH3:55])([CH3:53])[CH3:52].C(=O)([O-])[O-].[Cs+].[Cs+]. The catalyst is C1(C)C=CC=CC=1.CCOC(C)=O.CC([O-])=O.CC([O-])=O.[Pd+2]. The product is [CH2:35]([O:42][C:43]1[CH:48]=[CH:47][C:46]([NH:61][CH2:60][CH2:59][O:58][Si:51]([C:54]([CH3:57])([CH3:56])[CH3:55])([CH3:53])[CH3:52])=[CH:45][C:44]=1[F:50])[C:36]1[CH:41]=[CH:40][CH:39]=[CH:38][CH:37]=1. The yield is 0.542. (3) The reactants are I[C:2]1[CH:8]=[C:7]([N+:9]([O-:11])=[O:10])[CH:6]=[CH:5][C:3]=1[NH2:4].[C:12]([C:14]1[CH:19]=[CH:18][CH:17]=[CH:16][N:15]=1)#[CH:13]. The catalyst is CN(C=O)C.CCN(CC)CC.O.Cl[Pd](Cl)([P](C1C=CC=CC=1)(C1C=CC=CC=1)C1C=CC=CC=1)[P](C1C=CC=CC=1)(C1C=CC=CC=1)C1C=CC=CC=1.[Cu]I. The product is [N+:9]([C:7]1[CH:6]=[CH:5][C:3]([NH2:4])=[C:2]([C:13]#[C:12][C:14]2[CH:19]=[CH:18][CH:17]=[CH:16][N:15]=2)[CH:8]=1)([O-:11])=[O:10]. The yield is 0.600. (4) The reactants are C(C1C(=O)C(Cl)=C(Cl)C(=O)C=1C#N)#N.[C:15]([Si:19]([CH3:32])([CH3:31])[N:20]1[C:24]2=[N:25][CH:26]=[C:27]([CH2:29][OH:30])[CH:28]=[C:23]2[CH2:22][CH2:21]1)([CH3:18])([CH3:17])[CH3:16]. The catalyst is C(Cl)Cl.P([O-])([O-])([O-])=O. The product is [C:15]([Si:19]([CH3:32])([CH3:31])[N:20]1[C:24]2=[N:25][CH:26]=[C:27]([CH2:29][OH:30])[CH:28]=[C:23]2[CH:22]=[CH:21]1)([CH3:18])([CH3:17])[CH3:16]. The yield is 0.310. (5) The reactants are [CH3:1][C:2]1[C:3]([C:16]2[CH:17]=[C:18]([C:21]([OH:26])=[CH:22][C:23]=2[O:24][CH3:25])[CH:19]=[O:20])=[CH:4][C:5]2[C:6]([CH3:15])([CH3:14])[CH2:7][CH2:8][C:9]([CH3:13])([CH3:12])[C:10]=2[CH:11]=1.[CH3:27]OS(OC)(=O)=O.C(=O)([O-])[O-].[K+].[K+]. The catalyst is CC(C)=O. The product is [CH3:1][C:2]1[C:3]([C:16]2[CH:17]=[C:18]([C:21]([O:26][CH3:27])=[CH:22][C:23]=2[O:24][CH3:25])[CH:19]=[O:20])=[CH:4][C:5]2[C:6]([CH3:15])([CH3:14])[CH2:7][CH2:8][C:9]([CH3:12])([CH3:13])[C:10]=2[CH:11]=1. The yield is 0.970. (6) The product is [F:10][C:11]1[C:19]([N+:1]([O-:4])=[O:2])=[CH:18][CH:17]=[C:16]([F:20])[C:12]=1[C:13]([OH:15])=[O:14]. The yield is 0.800. The reactants are [N+:1]([O-:4])(O)=[O:2].OS(O)(=O)=O.[F:10][C:11]1[CH:19]=[CH:18][CH:17]=[C:16]([F:20])[C:12]=1[C:13]([OH:15])=[O:14]. No catalyst specified. (7) The reactants are [C:1]([C:3]1[CH:8]=[CH:7][C:6]([C:9]2[C:13](C(O)=O)=[CH:12][O:11][N:10]=2)=[CH:5][CH:4]=1)#[N:2].C1(P(N=[N+]=[N-])(C2C=CC=CC=2)=[O:24])C=CC=CC=1.C([N:36]([CH2:39]C)CC)C.[C:41]([OH:45])([CH3:44])([CH3:43])[CH3:42]. No catalyst specified. The product is [C:41]([O:45][C:39](=[O:24])[NH:36][C:13]1[C:9]([C:6]2[CH:5]=[CH:4][C:3]([C:1]#[N:2])=[CH:8][CH:7]=2)=[N:10][O:11][CH:12]=1)([CH3:44])([CH3:43])[CH3:42]. The yield is 0.330. (8) The reactants are Cl[C:2]1[C:3]2[CH:10]=[CH:9][N:8]([CH2:11][O:12][CH2:13][CH2:14][Si:15]([CH3:18])([CH3:17])[CH3:16])[C:4]=2[N:5]=[CH:6][N:7]=1.[NH4+:19].[OH-]. The product is [CH3:16][Si:15]([CH3:18])([CH3:17])[CH2:14][CH2:13][O:12][CH2:11][N:8]1[C:4]2[N:5]=[CH:6][N:7]=[C:2]([NH2:19])[C:3]=2[CH:10]=[CH:9]1. The yield is 0.570. The catalyst is O1CCOCC1. (9) The reactants are [Cl-].O[NH3+:3].[C:4](=[O:7])([O-])[OH:5].[Na+].CS(C)=O.[CH2:13]([C:17]1[N:18]=[C:19]([CH3:50])[N:20]([C:40]2[CH:41]=[CH:42][C:43]3[O:47][CH:46]([CH3:48])[CH2:45][C:44]=3[CH:49]=2)[C:21](=[O:39])[C:22]=1[CH2:23][C:24]1[CH:29]=[CH:28][C:27]([C:30]2[C:31]([C:36]#[N:37])=[CH:32][CH:33]=[CH:34][CH:35]=2)=[CH:26][C:25]=1[F:38])[CH2:14][CH2:15][CH3:16]. The catalyst is O.C(OCC)(=O)C. The product is [CH2:13]([C:17]1[N:18]=[C:19]([CH3:50])[N:20]([C:40]2[CH:41]=[CH:42][C:43]3[O:47][CH:46]([CH3:48])[CH2:45][C:44]=3[CH:49]=2)[C:21](=[O:39])[C:22]=1[CH2:23][C:24]1[CH:29]=[CH:28][C:27]([C:30]2[CH:35]=[CH:34][CH:33]=[CH:32][C:31]=2[C:36]2[NH:3][C:4](=[O:7])[O:5][N:37]=2)=[CH:26][C:25]=1[F:38])[CH2:14][CH2:15][CH3:16]. The yield is 0.590. (10) The reactants are [CH3:1][C@H:2]1[CH2:11][C@H:10]([NH:12][C:13]2[CH:18]=[CH:17][CH:16]=[CH:15][CH:14]=2)[C:9]2[C:4](=[CH:5][CH:6]=[CH:7][CH:8]=2)[N:3]1[C:19](=[O:21])[CH3:20].[O:22]1[CH:26]=[CH:25][CH:24]=[C:23]1[C:27](Cl)=[O:28].N1C=CC=CC=1. The catalyst is C1(C)C=CC=CC=1. The product is [C:19]([N:3]1[C:4]2[C:9](=[CH:8][CH:7]=[CH:6][CH:5]=2)[C@@H:10]([N:12]([C:13]2[CH:14]=[CH:15][CH:16]=[CH:17][CH:18]=2)[C:27]([C:23]2[O:22][CH:26]=[CH:25][CH:24]=2)=[O:28])[CH2:11][C@@H:2]1[CH3:1])(=[O:21])[CH3:20]. The yield is 0.340.